This data is from TCR-epitope binding with 47,182 pairs between 192 epitopes and 23,139 TCRs. The task is: Binary Classification. Given a T-cell receptor sequence (or CDR3 region) and an epitope sequence, predict whether binding occurs between them. (1) The TCR CDR3 sequence is CASRQEVGSYEQYF. Result: 0 (the TCR does not bind to the epitope). The epitope is IPRRNVATL. (2) The epitope is SEVGPEHSLAEY. The TCR CDR3 sequence is CASSQDGPGAGPYEQYF. Result: 1 (the TCR binds to the epitope). (3) The epitope is KLFIRQEEV. The TCR CDR3 sequence is CSASGTAYQETQYF. Result: 0 (the TCR does not bind to the epitope). (4) The epitope is SQASSRSSSR. The TCR CDR3 sequence is CASSLADAYEQYF. Result: 0 (the TCR does not bind to the epitope). (5) The epitope is QECVRGTTVL. The TCR CDR3 sequence is CASSPVVVSYEQYF. Result: 1 (the TCR binds to the epitope). (6) The TCR CDR3 sequence is CSLQGGRYNEQFF. The epitope is YLNTLTLAV. Result: 0 (the TCR does not bind to the epitope). (7) Result: 0 (the TCR does not bind to the epitope). The TCR CDR3 sequence is CASSHPGPTQYF. The epitope is CLGGLLTMV.